From a dataset of Reaction yield outcomes from USPTO patents with 853,638 reactions. Predict the reaction yield, written as a fraction of the theoretical maximum amount of product (1.0 means a 100% yield; for example, 0.34 means a 34% yield). (1) The catalyst is CC(O)C. The reactants are Cl.Cl[C:3]1[N:8]=[C:7]([NH:9][CH:10]2[CH2:15][C:14]([CH3:17])([CH3:16])[NH:13][C:12]([CH3:19])([CH3:18])[CH2:11]2)[C:6]([F:20])=[CH:5][N:4]=1.[CH:21]1([C:24]2[C:29]([N:30]3[C:34]([CH3:35])=[N:33][N:32]=[N:31]3)=[CH:28][C:27]([NH2:36])=[C:26]([F:37])[CH:25]=2)[CH2:23][CH2:22]1. The yield is 0.580. The product is [CH:21]1([C:24]2[C:29]([N:30]3[C:34]([CH3:35])=[N:33][N:32]=[N:31]3)=[CH:28][C:27]([NH:36][C:3]3[N:8]=[C:7]([NH:9][CH:10]4[CH2:15][C:14]([CH3:17])([CH3:16])[NH:13][C:12]([CH3:19])([CH3:18])[CH2:11]4)[C:6]([F:20])=[CH:5][N:4]=3)=[C:26]([F:37])[CH:25]=2)[CH2:22][CH2:23]1. (2) The reactants are [C:1]([O:5][C:6]([N:8]1[CH2:11][CH:10]([CH2:12][C:13]2[CH:14]=[C:15]3[C:24](=[CH:25][C:26]=2[C:27]([F:30])([F:29])[F:28])[O:23][CH2:22][C:21]2[N:16]3[CH:17]([CH3:40])[C:18](=[O:39])[N:19](COCC[Si](C)(C)C)[N:20]=2)[CH2:9]1)=[O:7])([CH3:4])([CH3:3])[CH3:2].CCCC[N+](CCCC)(CCCC)CCCC.[F-]. The catalyst is C1COCC1. The product is [C:1]([O:5][C:6]([N:8]1[CH2:11][CH:10]([CH2:12][C:13]2[CH:14]=[C:15]3[C:24](=[CH:25][C:26]=2[C:27]([F:29])([F:28])[F:30])[O:23][CH2:22][C:21]2[N:16]3[CH:17]([CH3:40])[C:18](=[O:39])[NH:19][N:20]=2)[CH2:9]1)=[O:7])([CH3:4])([CH3:2])[CH3:3]. The yield is 0.440. (3) The reactants are [CH3:1][C:2]1[CH:3]=[C:4]([CH:9]=[CH:10][C:11]=1[O:12][CH2:13][C:14]([F:17])([F:16])[F:15])[C:5]([O:7]C)=[O:6].[OH-].[Na+]. The catalyst is CO.O. The product is [CH3:1][C:2]1[CH:3]=[C:4]([CH:9]=[CH:10][C:11]=1[O:12][CH2:13][C:14]([F:15])([F:16])[F:17])[C:5]([OH:7])=[O:6]. The yield is 1.00.